Dataset: Catalyst prediction with 721,799 reactions and 888 catalyst types from USPTO. Task: Predict which catalyst facilitates the given reaction. (1) Reactant: [Br:1][C:2]1[CH:7]=[CH:6][CH:5]=[CH:4][C:3]=1[NH:8][C:9](=[O:26])[NH:10][C:11]1[CH:16]=[CH:15][C:14]([CH2:17][C:18]([O:20]C(C)(C)C)=[O:19])=[CH:13][C:12]=1[CH3:25].C(O)(C(F)(F)F)=O. Product: [Br:1][C:2]1[CH:7]=[CH:6][CH:5]=[CH:4][C:3]=1[NH:8][C:9](=[O:26])[NH:10][C:11]1[CH:16]=[CH:15][C:14]([CH2:17][C:18]([OH:20])=[O:19])=[CH:13][C:12]=1[CH3:25]. The catalyst class is: 2. (2) Reactant: C([N:3]1[C:15]2[C:14]([O:16][CH3:17])=[CH:13][CH:12]=[C:11]([S:18]([NH:21][C:22]3[CH:27]=[CH:26][C:25]([CH3:28])=[CH:24][CH:23]=3)(=[O:20])=[O:19])[C:10]=2[C:9]2[C:4]1=[CH:5][CH:6]=[CH:7][CH:8]=2)=O. Product: [CH3:17][O:16][C:14]1[C:15]2[NH:3][C:4]3[C:9](=[CH:8][CH:7]=[CH:6][CH:5]=3)[C:10]=2[C:11]([S:18]([NH:21][C:22]2[CH:23]=[CH:24][C:25]([CH3:28])=[CH:26][CH:27]=2)(=[O:19])=[O:20])=[CH:12][CH:13]=1. The catalyst class is: 1. (3) Reactant: [CH:1]([C:4]1[S:8][C:7]([Sn](CCCC)(CCCC)CCCC)=[N:6][CH:5]=1)([CH3:3])[CH3:2].Br[C:23]1[N:31]([CH2:32][C:33]2[CH:38]=[CH:37][C:36]([C:39]([F:42])([F:41])[F:40])=[CH:35][CH:34]=2)[C:30]2[C:25](=[N:26][C:27]([C:50]#[N:51])=[N:28][C:29]=2[NH:43][C@@H:44]([CH:46]2[CH2:49][CH2:48][CH2:47]2)[CH3:45])[N:24]=1. Product: [CH:46]1([C@H:44]([NH:43][C:29]2[N:28]=[C:27]([C:50]#[N:51])[N:26]=[C:25]3[C:30]=2[N:31]([CH2:32][C:33]2[CH:34]=[CH:35][C:36]([C:39]([F:40])([F:41])[F:42])=[CH:37][CH:38]=2)[C:23]([C:7]2[S:8][C:4]([CH:1]([CH3:2])[CH3:3])=[CH:5][N:6]=2)=[N:24]3)[CH3:45])[CH2:49][CH2:48][CH2:47]1. The catalyst class is: 77. (4) Reactant: Br[C:2]1[CH:3]=[CH:4][CH:5]=[C:6]2[C:11]=1[N:10]=[CH:9][CH:8]=[C:7]2[Cl:12].[N:13]1[C:22]2[C:17](=[CH:18][CH:19]=[CH:20][CH:21]=2)[CH:16]=[C:15](B(O)O)[CH:14]=1.C(=O)([O-])[O-].[Na+].[Na+]. Product: [Cl:12][C:7]1[C:6]2[C:11](=[C:2]([C:15]3[CH:14]=[N:13][C:22]4[C:17]([CH:16]=3)=[CH:18][CH:19]=[CH:20][CH:21]=4)[CH:3]=[CH:4][CH:5]=2)[N:10]=[CH:9][CH:8]=1. The catalyst class is: 104. (5) Reactant: [CH:1]([C@H:3]1[CH2:7][O:6][C:5]([CH3:9])([CH3:8])[N:4]1[C:10]([O:12][C:13]([CH3:16])([CH3:15])[CH3:14])=[O:11])=[O:2].[CH:17]1([Mg]Br)[CH2:19][CH2:18]1. Product: [CH:17]1([CH:1]([OH:2])[C@H:3]2[CH2:7][O:6][C:5]([CH3:9])([CH3:8])[N:4]2[C:10]([O:12][C:13]([CH3:16])([CH3:15])[CH3:14])=[O:11])[CH2:19][CH2:18]1. The catalyst class is: 1. (6) Reactant: C(OC(=O)[NH:10][CH2:11][CH2:12][C:13]1[N:21]([CH2:22][CH3:23])[C:20]2[C:19](=[O:24])[NH:18][CH:17]=[N:16][C:15]=2[C:14]=1[C:25]#[N:26])C1C=CC=CC=1.ClCCl. Product: [NH2:10][CH2:11][CH2:12][C:13]1[N:21]([CH2:22][CH3:23])[C:20]2[C:19](=[O:24])[NH:18][CH:17]=[N:16][C:15]=2[C:14]=1[C:25]#[N:26]. The catalyst class is: 105.